From a dataset of Reaction yield outcomes from USPTO patents with 853,638 reactions. Predict the reaction yield, written as a fraction of the theoretical maximum amount of product (1.0 means a 100% yield; for example, 0.34 means a 34% yield). (1) The reactants are C(NC(C)C)(C)C.[Li]CCCC.Cl[Si:14]([CH3:17])([CH3:16])[CH3:15].[Br:18][C:19]1[C:27]2[O:26][CH:25]=[CH:24][C:23]=2[CH:22]=[CH:21][CH:20]=1.[NH4+].[Cl-]. The catalyst is C1COCC1.Cl. The product is [Br:18][C:19]1[C:27]2[O:26][C:25]([Si:14]([CH3:17])([CH3:16])[CH3:15])=[CH:24][C:23]=2[CH:22]=[CH:21][CH:20]=1. The yield is 0.980. (2) The reactants are CCN(CC)CC.[Cl-].[CH2:9]([O:11][C:12](=[O:24])[CH:13]([OH:23])[CH:14]([NH3+:22])[CH2:15][C:16]1[CH:21]=[CH:20][CH:19]=[CH:18][CH:17]=1)[CH3:10].[C:25]([O:29][C:30](O[C:30]([O:29][C:25]([CH3:28])([CH3:27])[CH3:26])=[O:31])=[O:31])([CH3:28])([CH3:27])[CH3:26]. The catalyst is C1COCC1. The product is [C:25]([O:29][C:30]([NH:22][CH:14]([CH2:15][C:16]1[CH:21]=[CH:20][CH:19]=[CH:18][CH:17]=1)[CH:13]([OH:23])[C:12]([O:11][CH2:9][CH3:10])=[O:24])=[O:31])([CH3:28])([CH3:27])[CH3:26]. The yield is 0.770.